This data is from Reaction yield outcomes from USPTO patents with 853,638 reactions. The task is: Predict the reaction yield, written as a fraction of the theoretical maximum amount of product (1.0 means a 100% yield; for example, 0.34 means a 34% yield). (1) The reactants are OC1C=C2C(CCC2=O)=CC=1OC.[N:14]1C=CC=CC=1.[N+:20]([C:23]1[CH:45]=[CH:44][C:26]([CH2:27][O:28]/[N:29]=[C:30]2\[CH2:31]C[CH2:33][C:34]3[C:39]\2=[CH:38][C:37]([O:40]C)=[C:36]([O:42][CH3:43])[CH:35]=3)=[CH:25][CH:24]=1)([O-:22])=O.C(OCC)(=O)C.CCCCCC. The catalyst is C(O)C. The product is [N:20]1[O:22][N:14]=[C:24]2[CH:25]=[C:26]([CH2:27][O:28]/[N:29]=[C:30]3\[CH2:31][CH2:33][C:34]4[C:39]\3=[CH:38][C:37]([OH:40])=[C:36]([O:42][CH3:43])[CH:35]=4)[CH:44]=[CH:45][C:23]=12. The yield is 0.0900. (2) The reactants are [C:1](Cl)(=O)[C:2](Cl)=O.[Cl:7][C:8]1[CH:16]=[CH:15][C:14]([N:17]2[CH:21]=[CH:20][CH:19]=[CH:18]2)=[CH:13][C:9]=1[C:10]([NH2:12])=[O:11].ClC1C=CC(N2C=CN=N2)=CC=1C(N[C:28](=[O:43])[NH:29][C:30]1[S:31][C:32]2[CH:38]=[C:37]([S:39]([CH3:42])(=[O:41])=[O:40])[CH:36]=[CH:35][C:33]=2[N:34]=1)=O.[CH2:53]([NH:55][CH2:56][CH3:57])[CH3:54]. The catalyst is C1COCC1. The product is [Cl:7][C:8]1[CH:16]=[CH:15][C:14]([N:17]2[CH:21]=[CH:20][CH:19]=[CH:18]2)=[CH:13][C:9]=1[C:10]([NH:12][C:28](=[O:43])[NH:29][C:30]1[S:31][C:32]2[CH:38]=[C:37]([S:39]([CH2:42][CH2:54][CH2:53][N:55]([CH2:1][CH3:2])[CH2:56][CH3:57])(=[O:40])=[O:41])[CH:36]=[CH:35][C:33]=2[N:34]=1)=[O:11]. The yield is 0.240. (3) The reactants are I[C:2]1[NH:6][C:5]([C@@H:7]2[CH2:11][CH2:10][CH2:9][N:8]2[C:12]([O:14][C:15]([CH3:18])([CH3:17])[CH3:16])=[O:13])=[N:4][CH:3]=1.C(N(CC)CC)C.[C:26]([Si:28]([CH3:31])([CH3:30])[CH3:29])#[CH:27]. The catalyst is CN(C=O)C.[Cu]I.C1C=CC([P]([Pd]([P](C2C=CC=CC=2)(C2C=CC=CC=2)C2C=CC=CC=2)([P](C2C=CC=CC=2)(C2C=CC=CC=2)C2C=CC=CC=2)[P](C2C=CC=CC=2)(C2C=CC=CC=2)C2C=CC=CC=2)(C2C=CC=CC=2)C2C=CC=CC=2)=CC=1. The product is [CH3:29][Si:28]([C:26]#[C:27][C:2]1[NH:6][C:5]([C@@H:7]2[CH2:11][CH2:10][CH2:9][N:8]2[C:12]([O:14][C:15]([CH3:18])([CH3:17])[CH3:16])=[O:13])=[N:4][CH:3]=1)([CH3:31])[CH3:30]. The yield is 0.820. (4) The reactants are [F:1][C:2]1[CH:3]=[CH:4][C:5]([CH2:8][O:9][C:10]2[CH:15]=[CH:14][NH:13][C:12](=[O:16])[CH:11]=2)=[N:6][CH:7]=1.Br[C:18]1[CH:19]=[CH:20][C:21]2[C:22]3[CH2:31][N:30]([C:32]([O:34][C:35]([CH3:38])([CH3:37])[CH3:36])=[O:33])[CH2:29][CH2:28][C:23]=3[N:24]([CH3:27])[C:25]=2[CH:26]=1. No catalyst specified. The product is [F:1][C:2]1[CH:3]=[CH:4][C:5]([CH2:8][O:9][C:10]2[CH:15]=[CH:14][N:13]([C:18]3[CH:19]=[CH:20][C:21]4[C:22]5[CH2:31][N:30]([C:32]([O:34][C:35]([CH3:38])([CH3:37])[CH3:36])=[O:33])[CH2:29][CH2:28][C:23]=5[N:24]([CH3:27])[C:25]=4[CH:26]=3)[C:12](=[O:16])[CH:11]=2)=[N:6][CH:7]=1. The yield is 0.660. (5) The reactants are [N:1]([C:4]1[CH:13]=[CH:12][CH:11]=[CH:10][C:5]=1[C:6]([O:8]C)=O)=[C:2]=[O:3].[Br:14][C:15]1[CH:21]=[C:20]([N+:22]([O-:24])=[O:23])[CH:19]=[CH:18][C:16]=1[NH2:17].CCN(C(C)C)C(C)C.C1CCN2C(=NCCC2)CC1. The catalyst is CN(C=O)C. The product is [Br:14][C:15]1[CH:21]=[C:20]([N+:22]([O-:24])=[O:23])[CH:19]=[CH:18][C:16]=1[N:17]1[C:6](=[O:8])[C:5]2[C:4](=[CH:13][CH:12]=[CH:11][CH:10]=2)[NH:1][C:2]1=[O:3]. The yield is 0.440. (6) The reactants are Br[C:2]([CH3:9])([CH3:8])[C:3]([O:5][CH2:6][CH3:7])=[O:4].[NH2:10][C:11]1[N:12]([C:17]2[C:26]3[C:21](=[CH:22][CH:23]=[CH:24][CH:25]=3)[C:20]([CH:27]3[CH2:29][CH2:28]3)=[CH:19][CH:18]=2)[C:13]([SH:16])=[N:14][N:15]=1.[I-].[K+]. The catalyst is CN(C=O)C. The product is [NH2:10][C:11]1[N:12]([C:17]2[C:26]3[C:21](=[CH:22][CH:23]=[CH:24][CH:25]=3)[C:20]([CH:27]3[CH2:29][CH2:28]3)=[CH:19][CH:18]=2)[C:13]([S:16][C:2]([CH3:9])([CH3:8])[C:3]([O:5][CH2:6][CH3:7])=[O:4])=[N:14][N:15]=1. The yield is 0.270. (7) The reactants are [NH2:1][C:2]1[C:7]([C:8]2[O:12][N:11]=[C:10]([CH2:13][C:14]3[CH:19]=[CH:18][C:17]([OH:20])=[CH:16][CH:15]=3)[CH:9]=2)=[CH:6][CH:5]=[CH:4][N:3]=1.O1CCCC1.[OH-].[Na+].[CH3:28][O:29][C:30]1[CH:31]=[C:32]([CH:35]=[CH:36][CH:37]=1)[CH2:33]Cl. The catalyst is CN(C)C=O. The product is [CH3:28][O:29][C:30]1[CH:31]=[C:32]([CH:35]=[CH:36][CH:37]=1)[CH2:33][O:20][C:17]1[CH:18]=[CH:19][C:14]([CH2:13][C:10]2[CH:9]=[C:8]([C:7]3[C:2]([NH2:1])=[N:3][CH:4]=[CH:5][CH:6]=3)[O:12][N:11]=2)=[CH:15][CH:16]=1. The yield is 0.810.